This data is from Forward reaction prediction with 1.9M reactions from USPTO patents (1976-2016). The task is: Predict the product of the given reaction. (1) Given the reactants [C:1]1([CH3:14])[CH:6]=[C:5]([CH3:7])[CH:4]=[C:3]([CH3:8])[C:2]=1[CH2:9][C:10]([O:12][CH3:13])=[O:11].[Li+].CC([N-]C(C)C)C.[C:23](Cl)(=[O:25])[CH3:24], predict the reaction product. The product is: [C:1]1([CH3:14])[CH:6]=[C:5]([CH3:7])[CH:4]=[C:3]([CH3:8])[C:2]=1[CH:9]([C:23](=[O:25])[CH3:24])[C:10]([O:12][CH3:13])=[O:11]. (2) Given the reactants [ClH:1].Cl.CN1CCCN([C:11]2[CH:16]=[CH:15][C:14]([NH2:17])=[CH:13][CH:12]=2)CC1.[CH2:18](O)C, predict the reaction product. The product is: [ClH:1].[ClH:1].[CH3:18][C:13]1[CH:12]=[CH:11][CH:16]=[CH:15][C:14]=1[NH2:17]. (3) The product is: [CH2:35]([O:34][CH:4]([CH2:5][C:6]1[CH:11]=[CH:10][C:9]([O:12][CH:13]([CH:30]2[CH2:31][CH2:32]2)[C:14]2[S:18][C:17]([C:19]3[CH:20]=[CH:21][C:22]([C:25]([F:27])([F:26])[F:28])=[CH:23][CH:24]=3)=[N:16][C:15]=2[CH3:29])=[CH:8][C:7]=1[CH3:33])[C:3]([OH:39])=[O:2])[CH2:36][CH2:37][CH3:38]. Given the reactants C[O:2][C:3](=[O:39])[CH:4]([O:34][CH2:35][CH2:36][CH2:37][CH3:38])[CH2:5][C:6]1[CH:11]=[CH:10][C:9]([O:12][CH:13]([CH:30]2[CH2:32][CH2:31]2)[C:14]2[S:18][C:17]([C:19]3[CH:24]=[CH:23][C:22]([C:25]([F:28])([F:27])[F:26])=[CH:21][CH:20]=3)=[N:16][C:15]=2[CH3:29])=[CH:8][C:7]=1[CH3:33].[Li+].[OH-], predict the reaction product. (4) Given the reactants [Br:1][C:2]1[N:6](C2CCN(C(OC(C)(C)C)=O)CC2)[CH:5]=[N:4][C:3]=1[C:20]1[CH:25]=[CH:24][C:23]([F:26])=[CH:22][CH:21]=1.FC1C=CC(C2N=C3[CH:41]=[CH:40][C:39]([S:42][CH3:43])=[N:38]N3C=2)=CC=1.BrN1C(=O)CCC1=O, predict the reaction product. The product is: [Br:1][C:2]1[N:6]2[N:38]=[C:39]([S:42][CH3:43])[CH:40]=[CH:41][C:5]2=[N:4][C:3]=1[C:20]1[CH:21]=[CH:22][C:23]([F:26])=[CH:24][CH:25]=1. (5) Given the reactants [F:1][C:2]([F:17])([F:16])[C:3]([CH2:7][NH:8]CC1C=CC=CC=1)([OH:6])[CH2:4][OH:5], predict the reaction product. The product is: [NH2:8][CH2:7][C:3]([OH:6])([C:2]([F:17])([F:16])[F:1])[CH2:4][OH:5]. (6) Given the reactants [F:1][C:2]1[CH:32]=[CH:31][C:5]([CH2:6][NH:7][C:8]([C:10]2[C:15]([O:16][CH2:17][C:18]3[CH:23]=[CH:22][CH:21]=[CH:20][CH:19]=3)=[C:14](SC)[CH:13]=[C:12]([C:26]3[O:27][CH:28]=[CH:29][CH:30]=3)[N:11]=2)=[O:9])=[CH:4][CH:3]=1.O[O:34][S:35]([O-:37])=O.[K+].[CH3:39]COC(C)=O, predict the reaction product. The product is: [F:1][C:2]1[CH:32]=[CH:31][C:5]([CH2:6][NH:7][C:8]([C:10]2[C:15]([O:16][CH2:17][C:18]3[CH:23]=[CH:22][CH:21]=[CH:20][CH:19]=3)=[C:14]([S:35]([CH3:39])(=[O:37])=[O:34])[CH:13]=[C:12]([C:26]3[O:27][CH:28]=[CH:29][CH:30]=3)[N:11]=2)=[O:9])=[CH:4][CH:3]=1. (7) Given the reactants [C:1]([O:5][C:6](=[O:23])[NH:7][CH:8]([C:15]1[CH:20]=[CH:19][C:18]([Cl:21])=[C:17]([Cl:22])[CH:16]=1)[C:9](=[O:14])N(OC)C)([CH3:4])([CH3:3])[CH3:2].Br[C:25]1[CH:36]=[CH:35][C:28]([O:29][CH2:30][CH:31]2[CH2:34][CH2:33][O:32]2)=[CH:27][C:26]=1[F:37], predict the reaction product. The product is: [C:1]([O:5][C:6](=[O:23])[NH:7][CH:8]([C:15]1[CH:20]=[CH:19][C:18]([Cl:21])=[C:17]([Cl:22])[CH:16]=1)[C:9]([C:25]1[CH:36]=[CH:35][C:28]([O:29][CH2:30][CH:31]2[CH2:34][CH2:33][O:32]2)=[CH:27][C:26]=1[F:37])=[O:14])([CH3:2])([CH3:3])[CH3:4].